This data is from Reaction yield outcomes from USPTO patents with 853,638 reactions. The task is: Predict the reaction yield, written as a fraction of the theoretical maximum amount of product (1.0 means a 100% yield; for example, 0.34 means a 34% yield). The reactants are Br[C:2]1[CH:7]=[CH:6][C:5]([O:8][CH:9]([CH3:11])[CH3:10])=[CH:4][CH:3]=1.[OH:12][C:13]1[CH:18]=[C:17]([CH3:19])[C:16]([C:20](=[O:22])[CH3:21])=[C:15]([CH3:23])[CH:14]=1.Cl.CN(C)CC(O)=O.C(=O)([O-])[O-].[Cs+].[Cs+]. The catalyst is O1CCOCC1.[Cu](I)I.O. The product is [CH:9]([O:8][C:5]1[CH:6]=[CH:7][C:2]([O:12][C:13]2[CH:14]=[C:15]([CH3:23])[C:16]([C:20](=[O:22])[CH3:21])=[C:17]([CH3:19])[CH:18]=2)=[CH:3][CH:4]=1)([CH3:11])[CH3:10]. The yield is 0.790.